This data is from Peptide-MHC class II binding affinity with 134,281 pairs from IEDB. The task is: Regression. Given a peptide amino acid sequence and an MHC pseudo amino acid sequence, predict their binding affinity value. This is MHC class II binding data. The peptide sequence is RHRDTGILDSLGRFFSG. The MHC is H-2-IAu with pseudo-sequence H-2-IAu. The binding affinity (normalized) is 0.